From a dataset of Full USPTO retrosynthesis dataset with 1.9M reactions from patents (1976-2016). Predict the reactants needed to synthesize the given product. (1) Given the product [C:44]1([CH:39]([N:4]2[CH2:5][CH2:6][N:1]([C:7]3[CH:8]=[CH:9][C:10]([NH:13][C:14]([C:16]4[CH:21]=[CH:20][CH:19]=[CH:18][C:17]=4[C:22]4[CH:27]=[CH:26][C:25]([C:28]([F:29])([F:31])[F:30])=[CH:24][CH:23]=4)=[O:15])=[CH:11][CH:12]=3)[CH2:2][CH2:3]2)[C:40]([O:42][CH3:43])=[O:41])[CH:49]=[CH:48][CH:47]=[CH:46][CH:45]=1, predict the reactants needed to synthesize it. The reactants are: [N:1]1([C:7]2[CH:12]=[CH:11][C:10]([NH:13][C:14]([C:16]3[C:17]([C:22]4[CH:27]=[CH:26][C:25]([C:28]([F:31])([F:30])[F:29])=[CH:24][CH:23]=4)=[CH:18][CH:19]=[CH:20][CH:21]=3)=[O:15])=[CH:9][CH:8]=2)[CH2:6][CH2:5][NH:4][CH2:3][CH2:2]1.C([O-])([O-])=O.[Na+].[Na+].Br[CH:39]([C:44]1[CH:49]=[CH:48][CH:47]=[CH:46][CH:45]=1)[C:40]([O:42][CH3:43])=[O:41]. (2) Given the product [C:1]1([C:7]2[N:11]=[C:10]([S:12][CH2:23][CH2:24][CH2:25][OH:26])[O:9][N:8]=2)[CH:2]=[CH:3][CH:4]=[CH:5][CH:6]=1, predict the reactants needed to synthesize it. The reactants are: [C:1]1([C:7]2[NH:8][O:9][C:10](=[S:12])[N:11]=2)[CH:6]=[CH:5][CH:4]=[CH:3][CH:2]=1.CCN(C(C)C)C(C)C.Br[CH2:23][CH2:24][CH2:25][OH:26]. (3) Given the product [N+:7]([C:6]1[CH:5]=[CH:4][C:3]([OH:21])=[CH:2][CH:1]=1)([O-:9])=[O:8], predict the reactants needed to synthesize it. The reactants are: [CH:1]1[C:6]([N+:7]([O-:9])=[O:8])=[CH:5][CH:4]=[C:3]([Cl-]C([O-])=O)[CH:2]=1.C([O:21]C1C=CC(CO)=CC=1)C1C=CC=CC=1.CN1CCOCC1. (4) Given the product [Br:1][C:2]1[CH:3]=[N:4][N:5]([C:7]2[CH:12]=[CH:11][N:10]=[CH:9][C:8]=2[N:13]2[CH2:18][CH2:17][CH:16]([C:19]([OH:21])=[O:20])[CH2:15][CH2:14]2)[CH:6]=1, predict the reactants needed to synthesize it. The reactants are: [Br:1][C:2]1[CH:3]=[N:4][N:5]([C:7]2[CH:12]=[CH:11][N:10]=[CH:9][C:8]=2[N:13]2[CH2:18][CH2:17][CH:16]([C:19]([O:21]CC)=[O:20])[CH2:15][CH2:14]2)[CH:6]=1.[OH-].[Na+].C1COCC1. (5) Given the product [NH:11]1[C:12]2[CH:17]=[CH:16][CH:15]=[CH:14][C:13]=2[N:9]=[C:10]1[CH:6]([NH:7][C:8]([NH:26][C@H:27]1[CH2:32][CH2:31][C@H:30]([OH:33])[CH2:29][CH2:28]1)=[O:18])[CH2:5][C:4]1[CH:19]=[CH:20][C:21]([C:22]([F:25])([F:24])[F:23])=[C:2]([F:1])[CH:3]=1, predict the reactants needed to synthesize it. The reactants are: [F:1][C:2]1[CH:3]=[C:4]([CH:19]=[CH:20][C:21]=1[C:22]([F:25])([F:24])[F:23])[CH2:5][CH:6]1[C:10]2=[N:11][C:12]3[CH:17]=[CH:16][CH:15]=[CH:14][C:13]=3[N:9]2[C:8](=[O:18])[NH:7]1.[NH2:26][C@H:27]1[CH2:32][CH2:31][C@H:30]([OH:33])[CH2:29][CH2:28]1.C(O)(C(F)(F)F)=O. (6) Given the product [C:1]([O:5][C:6](=[O:7])[N:8]([CH2:9][CH2:10][CH:11]([CH3:12])[CH3:13])[CH2:14][C:15]1[CH:30]=[CH:29][C:18]([O:19][C:20]2[CH:28]=[CH:27][C:23]([C:24](=[O:26])[NH:41][CH3:39])=[CH:22][N:21]=2)=[CH:17][CH:16]=1)([CH3:2])([CH3:3])[CH3:4], predict the reactants needed to synthesize it. The reactants are: [C:1]([O:5][C:6]([N:8]([CH2:14][C:15]1[CH:30]=[CH:29][C:18]([O:19][C:20]2[CH:28]=[CH:27][C:23]([C:24]([OH:26])=O)=[CH:22][N:21]=2)=[CH:17][CH:16]=1)[CH2:9][CH2:10][CH:11]([CH3:13])[CH3:12])=[O:7])([CH3:4])([CH3:3])[CH3:2].C(Cl)CCl.C1C=CC2N(O)N=[N:41][C:39]=2C=1.CCN(C(C)C)C(C)C.Cl.CN.C(O)(=O)CC(CC(O)=O)(C(O)=O)O.C([O-])(O)=O.[Na+].